From a dataset of Full USPTO retrosynthesis dataset with 1.9M reactions from patents (1976-2016). Predict the reactants needed to synthesize the given product. (1) Given the product [NH2:1][C:2]1[C:3]([C:18]([OH:20])=[O:19])=[N:4][C:5]([C:8]2[CH:13]=[CH:12][C:11]([S:14]([CH3:17])(=[O:16])=[O:15])=[CH:10][CH:9]=2)=[CH:6][N:7]=1, predict the reactants needed to synthesize it. The reactants are: [NH2:1][C:2]1[C:3]([C:18]([O:20]C)=[O:19])=[N:4][C:5]([C:8]2[CH:13]=[CH:12][C:11]([S:14]([CH3:17])(=[O:16])=[O:15])=[CH:10][CH:9]=2)=[CH:6][N:7]=1.[Li+].[OH-].O.Cl. (2) Given the product [CH3:1][O:2][C:3]([CH2:5][O:6][C:7](=[O:15])[C:8]1[CH:9]=[CH:10][C:11]([NH:14][C:30](=[O:31])[CH2:29][O:28][CH2:21][C:22]2[CH:27]=[CH:26][CH:25]=[CH:24][CH:23]=2)=[CH:12][CH:13]=1)=[O:4], predict the reactants needed to synthesize it. The reactants are: [CH3:1][O:2][C:3]([CH2:5][O:6][C:7](=[O:15])[C:8]1[CH:13]=[CH:12][C:11]([NH2:14])=[CH:10][CH:9]=1)=[O:4].C(=O)(O)[O-].[Na+].[CH2:21]([O:28][CH2:29][C:30](Cl)=[O:31])[C:22]1[CH:27]=[CH:26][CH:25]=[CH:24][CH:23]=1.